Dataset: Peptide-MHC class II binding affinity with 134,281 pairs from IEDB. Task: Regression. Given a peptide amino acid sequence and an MHC pseudo amino acid sequence, predict their binding affinity value. This is MHC class II binding data. (1) The peptide sequence is EGATPEAKYDAYVAT. The MHC is HLA-DQA10301-DQB10302 with pseudo-sequence HLA-DQA10301-DQB10302. The binding affinity (normalized) is 0.392. (2) The peptide sequence is LPQILAECARRRLRT. The MHC is DRB1_1101 with pseudo-sequence DRB1_1101. The binding affinity (normalized) is 0.719. (3) The peptide sequence is IYLSINGVLEEQGSF. The MHC is DRB1_0101 with pseudo-sequence DRB1_0101. The binding affinity (normalized) is 0.640. (4) The peptide sequence is VLMEWLKTRPILSPL. The MHC is HLA-DQA10101-DQB10501 with pseudo-sequence HLA-DQA10101-DQB10501. The binding affinity (normalized) is 0.300. (5) The peptide sequence is LVVGIYDEPMTPGQC. The MHC is DRB5_0101 with pseudo-sequence DRB5_0101. The binding affinity (normalized) is 0.167. (6) The peptide sequence is SQDLELSWYLNGLQAY. The MHC is DRB1_0802 with pseudo-sequence DRB1_0802. The binding affinity (normalized) is 0.355.